Dataset: Peptide-MHC class I binding affinity with 185,985 pairs from IEDB/IMGT. Task: Regression. Given a peptide amino acid sequence and an MHC pseudo amino acid sequence, predict their binding affinity value. This is MHC class I binding data. (1) The peptide sequence is MSRKLHRYI. The MHC is HLA-B27:05 with pseudo-sequence HLA-B27:05. The binding affinity (normalized) is 0.0847. (2) The peptide sequence is CKMNWFLNWV. The MHC is Mamu-B8301 with pseudo-sequence Mamu-B8301. The binding affinity (normalized) is 0.374. (3) The peptide sequence is LLDCIMFQS. The MHC is HLA-A02:02 with pseudo-sequence HLA-A02:02. The binding affinity (normalized) is 0.414. (4) The peptide sequence is IAMKFHGRR. The MHC is HLA-A33:01 with pseudo-sequence HLA-A33:01. The binding affinity (normalized) is 0.631. (5) The peptide sequence is ELANEVKVLL. The MHC is HLA-A02:03 with pseudo-sequence HLA-A02:03. The binding affinity (normalized) is 0.341.